Dataset: Forward reaction prediction with 1.9M reactions from USPTO patents (1976-2016). Task: Predict the product of the given reaction. (1) Given the reactants F[C:2]1[CH:7]=[CH:6][C:5]([C:8]2[O:9][C:10]([C:13]3[C:14]([C:19]4[CH:24]=[CH:23][CH:22]=[CH:21][CH:20]=4)=[N:15][O:16][C:17]=3[CH3:18])=[N:11][N:12]=2)=[CH:4][CH:3]=1.[CH3:25][C:26]1[NH:27][CH:28]=[CH:29][N:30]=1, predict the reaction product. The product is: [CH3:25][C:26]1[N:27]([C:2]2[CH:7]=[CH:6][C:5]([C:8]3[O:9][C:10]([C:13]4[C:14]([C:19]5[CH:24]=[CH:23][CH:22]=[CH:21][CH:20]=5)=[N:15][O:16][C:17]=4[CH3:18])=[N:11][N:12]=3)=[CH:4][CH:3]=2)[CH:28]=[CH:29][N:30]=1. (2) Given the reactants [CH2:1]([C:5]1([O:30][CH3:31])[CH2:10][CH2:9][N:8]([C:11]2[CH:16]=[CH:15][C:14]([C:17]3[S:21][C:20]([C:22]4[CH:27]=[CH:26][C:25]([CH2:28][OH:29])=[CH:24][CH:23]=4)=[N:19][N:18]=3)=[CH:13][CH:12]=2)[CH2:7][CH2:6]1)[CH2:2][CH2:3][CH3:4], predict the reaction product. The product is: [CH2:1]([C:5]1([O:30][CH3:31])[CH2:6][CH2:7][N:8]([C:11]2[CH:16]=[CH:15][C:14]([C:17]3[S:21][C:20]([C:22]4[CH:23]=[CH:24][C:25]([CH:28]=[O:29])=[CH:26][CH:27]=4)=[N:19][N:18]=3)=[CH:13][CH:12]=2)[CH2:9][CH2:10]1)[CH2:2][CH2:3][CH3:4]. (3) Given the reactants [NH2:1][C:2]1[N:7]=[C:6](OS(C(F)(F)F)(=O)=O)[C:5]([F:16])=[C:4]([C:17]2[O:18][CH:19]=[CH:20][CH:21]=2)[N:3]=1.[NH2:22][CH2:23][CH2:24][C:25]1[CH:30]=[CH:29][C:28]([OH:31])=[CH:27][CH:26]=1, predict the reaction product. The product is: [NH2:1][C:2]1[N:7]=[C:6]([NH:22][CH2:23][CH2:24][C:25]2[CH:30]=[CH:29][C:28]([OH:31])=[CH:27][CH:26]=2)[C:5]([F:16])=[C:4]([C:17]2[O:18][CH:19]=[CH:20][CH:21]=2)[N:3]=1. (4) The product is: [C:11]1([NH:3][CH:4]=[N:3][C:11]2[CH:10]=[CH:9][CH:8]=[CH:7][CH:6]=2)[CH:6]=[CH:7][CH:8]=[CH:9][CH:10]=1. Given the reactants [I-].C[N+:3]1[C:11]2[C:6](=[CH:7][CH:8]=[CH:9][CH:10]=2)C(C)(C)[C:4]=1C, predict the reaction product. (5) The product is: [CH:56]1([C:44]2[C:43]([CH:1]3[CH2:3][CH2:2]3)=[CH:52][C:47]([C:48]([O:50][CH3:51])=[O:49])=[C:46]([O:53][CH2:54][CH3:55])[CH:45]=2)[CH2:59][CH2:58][CH2:57]1. Given the reactants [CH:1]1(B(O)O)[CH2:3][CH2:2]1.C1(P(C2CCCCC2)C2C=CC=CC=2C2C(OC)=CC=CC=2OC)CCCCC1.C(=O)([O-])[O-].[Na+].[Na+].Br[C:43]1[C:44]([CH:56]2[CH2:59][CH2:58][CH2:57]2)=[CH:45][C:46]([O:53][CH2:54][CH3:55])=[C:47]([CH:52]=1)[C:48]([O:50][CH3:51])=[O:49], predict the reaction product. (6) Given the reactants [CH2:1]([O:3][C:4](=[O:24])[C:5](=O)[CH2:6][C:7](=O)[C:8]1[CH:12]=[CH:11][N:10]([S:13]([C:16]2[CH:21]=[CH:20][CH:19]=[CH:18][CH:17]=2)(=[O:15])=[O:14])[CH:9]=1)[CH3:2].[NH:25]([C:27]1[CH:28]=[CH:29][C:30]([CH3:33])=[N:31][CH:32]=1)[NH2:26].Cl, predict the reaction product. The product is: [CH2:1]([O:3][C:4]([C:5]1[CH:6]=[C:7]([C:8]2[CH:12]=[CH:11][N:10]([S:13]([C:16]3[CH:21]=[CH:20][CH:19]=[CH:18][CH:17]=3)(=[O:15])=[O:14])[CH:9]=2)[N:25]([C:27]2[CH:32]=[N:31][C:30]([CH3:33])=[CH:29][CH:28]=2)[N:26]=1)=[O:24])[CH3:2]. (7) Given the reactants [Cl:1][C:2]1[CH:3]=[C:4]([C:10]2([C:28]([F:31])([F:30])[F:29])[O:14][N:13]=[C:12]([C:15]3[C:24]4[C:19](=[CH:20][CH:21]=[CH:22][CH:23]=4)[C:18]([C:25]([OH:27])=O)=[CH:17][CH:16]=3)[CH2:11]2)[CH:5]=[C:6]([Cl:9])[C:7]=1[F:8].CN(C(ON1N=NC2C=CC=NC1=2)=[N+](C)C)C.F[P-](F)(F)(F)(F)F.C(N(CC)CC)C.[NH2:63][CH2:64][CH2:65][OH:66], predict the reaction product. The product is: [Cl:1][C:2]1[CH:3]=[C:4]([C:10]2([C:28]([F:30])([F:31])[F:29])[O:14][N:13]=[C:12]([C:15]3[C:24]4[C:19](=[CH:20][CH:21]=[CH:22][CH:23]=4)[C:18]([C:25]([NH:63][CH2:64][CH2:65][OH:66])=[O:27])=[CH:17][CH:16]=3)[CH2:11]2)[CH:5]=[C:6]([Cl:9])[C:7]=1[F:8].